The task is: Regression. Given two drug SMILES strings and cell line genomic features, predict the synergy score measuring deviation from expected non-interaction effect.. This data is from NCI-60 drug combinations with 297,098 pairs across 59 cell lines. Drug 1: C1CC(C1)(C(=O)O)C(=O)O.[NH2-].[NH2-].[Pt+2]. Drug 2: C1=NC2=C(N1)C(=S)N=CN2. Cell line: NCI-H460. Synergy scores: CSS=31.4, Synergy_ZIP=-10.7, Synergy_Bliss=-3.10, Synergy_Loewe=-4.56, Synergy_HSA=-1.67.